Dataset: Reaction yield outcomes from USPTO patents with 853,638 reactions. Task: Predict the reaction yield, written as a fraction of the theoretical maximum amount of product (1.0 means a 100% yield; for example, 0.34 means a 34% yield). (1) The reactants are [Cl:1][C:2]1[CH:7]=[CH:6][C:5]([C:8]2[CH:13]=[CH:12][CH:11]=[CH:10][C:9]=2[C@H:14]([N:30]([CH3:32])[CH3:31])[CH:15]2[CH2:20][CH2:19][N:18]([C:21]3[CH:29]=[CH:28][C:24]([C:25]([O-])=[O:26])=[CH:23][CH:22]=3)[CH2:17][CH2:16]2)=[CH:4][CH:3]=1.[Li].C(Cl)CCl.CCN(C(C)C)C(C)C.[O:47]1[CH2:52][CH2:51][N:50]([CH2:53][CH2:54][C@@H:55]([NH:64][C:65]2[CH:70]=[CH:69][C:68]([S:71]([NH2:74])(=[O:73])=[O:72])=[CH:67][C:66]=2[S:75]([C:78]([F:81])([F:80])[F:79])(=[O:77])=[O:76])[CH2:56][S:57][C:58]2[CH:63]=[CH:62][CH:61]=[CH:60][CH:59]=2)[CH2:49][CH2:48]1.Cl. The catalyst is CN(C1C=CN=CC=1)C.C(Cl)Cl.CO.C(OCC)C. The product is [ClH:1].[Cl:1][C:2]1[CH:3]=[CH:4][C:5]([C:8]2[CH:13]=[CH:12][CH:11]=[CH:10][C:9]=2[C@H:14]([N:30]([CH3:32])[CH3:31])[CH:15]2[CH2:20][CH2:19][N:18]([C:21]3[CH:22]=[CH:23][C:24]([C:25]([NH:74][S:71]([C:68]4[CH:69]=[CH:70][C:65]([NH:64][C@H:55]([CH2:54][CH2:53][N:50]5[CH2:51][CH2:52][O:47][CH2:48][CH2:49]5)[CH2:56][S:57][C:58]5[CH:59]=[CH:60][CH:61]=[CH:62][CH:63]=5)=[C:66]([S:75]([C:78]([F:81])([F:79])[F:80])(=[O:77])=[O:76])[CH:67]=4)(=[O:72])=[O:73])=[O:26])=[CH:28][CH:29]=3)[CH2:17][CH2:16]2)=[CH:6][CH:7]=1. The yield is 0.350. (2) The reactants are C([N-]C(C)C)(C)C.[Li+].[N:9]1[CH:14]=[CH:13][C:12]([CH3:15])=[CH:11][CH:10]=1.[Cl:16][C:17]1[CH:28]=[CH:27][CH:26]=[CH:25][C:18]=1[C:19](N(OC)C)=[O:20]. The catalyst is C1COCC1. The product is [Cl:16][C:17]1[CH:28]=[CH:27][CH:26]=[CH:25][C:18]=1[C:19](=[O:20])[CH2:15][C:12]1[CH:13]=[CH:14][N:9]=[CH:10][CH:11]=1. The yield is 0.470. (3) The reactants are [Br:1][C:2]1[CH:8]=[CH:7][C:6]([F:9])=[CH:5][C:3]=1[NH2:4].Cl.[N:11]([O-])=O.[Na+].C([O-])(=O)C.[Na+].[C:20]([CH2:22][C:23]([NH2:25])=[O:24])#[N:21]. The catalyst is O.CCO. The product is [NH2:25][C:23](=[O:24])/[C:22](/[C:20]#[N:21])=[N:11]/[NH:4][C:3]1[CH:5]=[C:6]([F:9])[CH:7]=[CH:8][C:2]=1[Br:1]. The yield is 0.669. (4) The reactants are [CH2:1]([O:8][C:9]1[CH:14]=[CH:13][CH:12]=[C:11](Br)[N:10]=1)[C:2]1[CH:7]=[CH:6][CH:5]=[CH:4][CH:3]=1.[NH:16]1[CH2:20][CH2:19][CH2:18][CH2:17]1.CC(C)([O-])C.[Na+].C1(C)C=CC=CC=1. The catalyst is C(OCC)(=O)C.C1C=CC(/C=C/C(/C=C/C2C=CC=CC=2)=O)=CC=1.C1C=CC(/C=C/C(/C=C/C2C=CC=CC=2)=O)=CC=1.C1C=CC(/C=C/C(/C=C/C2C=CC=CC=2)=O)=CC=1.[Pd].[Pd]. The product is [CH2:1]([O:8][C:9]1[CH:14]=[CH:13][CH:12]=[C:11]([N:16]2[CH2:20][CH2:19][CH2:18][CH2:17]2)[N:10]=1)[C:2]1[CH:7]=[CH:6][CH:5]=[CH:4][CH:3]=1. The yield is 0.920. (5) The yield is 0.140. The reactants are [Cl:1][C:2]1[CH:3]=[CH:4][C:5]2[O:9][C:8]([C:10]3[CH:11]=[CH:12][C:13]([NH:17][CH:18]4[CH2:23][CH2:22][O:21][CH2:20][CH2:19]4)=[C:14]([CH:16]=3)[NH2:15])=[N:7][C:6]=2[CH:24]=1.[C:25]([NH:28][C:29]1[CH:30]=[C:31]([CH:35]=[CH:36][CH:37]=1)[C:32](O)=O)(=[O:27])[CH3:26].CCN=C=NCCCN(C)C.C(=O)([O-])O.[Na+]. The catalyst is CN(C)C=O.CS(O)(=O)=O. The product is [C:25]([NH:28][C:29]1[CH:30]=[C:31]([C:32]2[N:17]([CH:18]3[CH2:19][CH2:20][O:21][CH2:22][CH2:23]3)[C:13]3[CH:12]=[CH:11][C:10]([C:8]4[O:9][C:5]5[CH:4]=[CH:3][C:2]([Cl:1])=[CH:24][C:6]=5[N:7]=4)=[CH:16][C:14]=3[N:15]=2)[CH:35]=[CH:36][CH:37]=1)(=[O:27])[CH3:26]. (6) The reactants are [CH3:1][NH:2][C:3](=[O:12])[C:4]1[CH:9]=[CH:8][C:7]([NH2:10])=[CH:6][C:5]=1[F:11].[C:13]1(=O)[CH2:17][CH2:16][CH2:15][CH2:14]1.[Si]([C:23]#[N:24])(C)(C)C. The catalyst is C(OCC)(=O)C. The product is [CH3:1][NH:2][C:3](=[O:12])[C:4]1[CH:9]=[CH:8][C:7]([NH:10][C:13]2([C:23]#[N:24])[CH2:17][CH2:16][CH2:15][CH2:14]2)=[CH:6][C:5]=1[F:11]. The yield is 0.630. (7) The reactants are [C:1]([C:3]1[CH:4]=[C:5]([CH:13]([CH2:17][CH:18]2[CH2:22][CH2:21][CH2:20][CH2:19]2)[C:14](O)=[O:15])[CH:6]=[CH:7][C:8]=1[S:9]([CH3:12])(=[O:11])=[O:10])#[N:2].C(Cl)(=O)C(Cl)=O.[NH2:29][C:30]1[CH:35]=[CH:34][N:33]=[CH:32][N:31]=1.C(N(CC)CC)C.Cl. The catalyst is C(Cl)Cl.CN(C)C=O.O.C(OCC)(=O)C. The product is [C:1]([C:3]1[CH:4]=[C:5]([CH:13]([CH2:17][CH:18]2[CH2:19][CH2:20][CH2:21][CH2:22]2)[C:14]([NH:29][C:30]2[CH:35]=[CH:34][N:33]=[CH:32][N:31]=2)=[O:15])[CH:6]=[CH:7][C:8]=1[S:9]([CH3:12])(=[O:10])=[O:11])#[N:2]. The yield is 0.220. (8) The reactants are [Br:1][C:2]1[CH:3]=[C:4]([CH2:8][CH2:9][CH:10]([C:14]2[CH:23]=[CH:22][C:17]([C:18]([O:20][CH3:21])=[O:19])=[CH:16][CH:15]=2)[C:11](=[S:13])[NH2:12])[CH:5]=[CH:6][CH:7]=1.Br[CH2:25][C:26]([C:28]1[CH:33]=[CH:32][CH:31]=[C:30]([C:34]([F:37])([F:36])[F:35])[CH:29]=1)=O. No catalyst specified. The product is [Br:1][C:2]1[CH:3]=[C:4]([CH2:8][CH2:9][CH:10]([C:14]2[CH:15]=[CH:16][C:17]([C:18]([O:20][CH3:21])=[O:19])=[CH:22][CH:23]=2)[C:11]2[S:13][CH:25]=[C:26]([C:28]3[CH:33]=[CH:32][CH:31]=[C:30]([C:34]([F:35])([F:36])[F:37])[CH:29]=3)[N:12]=2)[CH:5]=[CH:6][CH:7]=1. The yield is 0.900. (9) The reactants are [N:1]1[CH:6]=[CH:5][CH:4]=[CH:3][C:2]=1[N:7]1[CH2:12][CH2:11][NH:10][CH2:9][CH2:8]1.[Cl:13][C:14]1[CH:15]=[C:16]([NH:21][C:22](=[O:25])[CH2:23]Cl)[CH:17]=[CH:18][C:19]=1[Cl:20].C(=O)([O-])[O-].[Na+].[Na+]. The catalyst is CN(C)C=O.O. The product is [Cl:13][C:14]1[CH:15]=[C:16]([NH:21][C:22](=[O:25])[CH2:23][N:10]2[CH2:9][CH2:8][N:7]([C:2]3[CH:3]=[CH:4][CH:5]=[CH:6][N:1]=3)[CH2:12][CH2:11]2)[CH:17]=[CH:18][C:19]=1[Cl:20]. The yield is 0.410. (10) The reactants are [C:1]([O:5][C:6]([N:8]1[CH2:13][CH2:12][N:11]([CH2:14][CH2:15][NH:16][C:17]2[C:22]([NH2:23])=[C:21]([N:24]3[CH2:29][CH2:28][O:27][CH2:26][CH2:25]3)[N:20]=[C:19]([Cl:30])[N:18]=2)[CH2:10][CH2:9]1)=[O:7])([CH3:4])([CH3:3])[CH3:2].[N:31]([O-])=O.[Na+]. No catalyst specified. The product is [C:1]([O:5][C:6]([N:8]1[CH2:13][CH2:12][N:11]([CH2:14][CH2:15][N:16]2[C:17]3[N:18]=[C:19]([Cl:30])[N:20]=[C:21]([N:24]4[CH2:29][CH2:28][O:27][CH2:26][CH2:25]4)[C:22]=3[N:23]=[N:31]2)[CH2:10][CH2:9]1)=[O:7])([CH3:4])([CH3:2])[CH3:3]. The yield is 0.850.